From a dataset of Reaction yield outcomes from USPTO patents with 853,638 reactions. Predict the reaction yield, written as a fraction of the theoretical maximum amount of product (1.0 means a 100% yield; for example, 0.34 means a 34% yield). The reactants are [N:1]1([CH2:7][CH2:8][C:9]2[CH:14]=[CH:13][C:12]([OH:15])=[CH:11][CH:10]=2)[CH2:6][CH2:5][CH2:4][CH2:3][CH2:2]1.BrCCC1C=CC(O)=CC=1.N1CCCCC1.C(N(CC)C(C)C)(C)C.Cl[C:42]1[O:43][C:44]2[CH:50]=[CH:49][CH:48]=[CH:47][C:45]=2[N:46]=1.C([O-])([O-])=O.[Cs+].[Cs+]. The catalyst is CC#N.CC(C)=O.C(OCC)C. The product is [N:1]1([CH2:7][CH2:8][C:9]2[CH:10]=[CH:11][C:12]([O:15][C:42]3[O:43][C:44]4[CH:50]=[CH:49][CH:48]=[CH:47][C:45]=4[N:46]=3)=[CH:13][CH:14]=2)[CH2:6][CH2:5][CH2:4][CH2:3][CH2:2]1. The yield is 0.420.